Dataset: Reaction yield outcomes from USPTO patents with 853,638 reactions. Task: Predict the reaction yield, written as a fraction of the theoretical maximum amount of product (1.0 means a 100% yield; for example, 0.34 means a 34% yield). (1) The reactants are [CH3:1][O:2][C:3]1[N:4]=[CH:5][C:6]([C:9]#[N:10])=[N:7][CH:8]=1.[CH3:11][Mg]Br.[BH4-].[Na+].[Cl-].[NH4+].C(=O)([O-])[O-].[K+].[K+]. The catalyst is O1CCCC1. The product is [CH3:1][O:2][C:3]1[N:4]=[CH:5][C:6]([CH:9]([NH2:10])[CH3:11])=[N:7][CH:8]=1. The yield is 0.0400. (2) The reactants are [NH2:1][C:2]1[C:10]([CH3:11])=[C:9]([O:12][CH3:13])[CH:8]=[CH:7][C:3]=1[C:4]([NH2:6])=[O:5].C(N)(=O)C1C=CC=CC=1.[F:23][C:24]1[CH:25]=[C:26]([CH:30]=[C:31]([F:33])[CH:32]=1)[C:27](Cl)=O. No catalyst specified. The product is [F:23][C:24]1[CH:25]=[C:26]([C:27]2[N:6]=[C:4]([OH:5])[C:3]3[C:2](=[C:10]([CH3:11])[C:9]([O:12][CH3:13])=[CH:8][CH:7]=3)[N:1]=2)[CH:30]=[C:31]([F:33])[CH:32]=1. The yield is 0.850. (3) The reactants are [O:1]=[C:2]1[C:10]2[C:5](=[CH:6][CH:7]=[CH:8][CH:9]=2)[C:4](=[O:11])[N:3]1[CH2:12][CH2:13][CH2:14][CH2:15][N:16]([CH2:27][C:28]1[N:32](S(O)(=O)=O)[C:31]2[CH2:37][CH2:38][CH2:39][CH2:40][C:30]=2[N:29]=1)[CH:17]1[C:26]2[N:25]=[CH:24][CH:23]=[CH:22][C:21]=2[CH2:20][CH2:19][CH2:18]1.Cl.[OH-].[Na+]. No catalyst specified. The product is [NH:29]1[C:30]2[CH2:40][CH2:39][CH2:38][CH2:37][C:31]=2[N:32]=[C:28]1[CH2:27][N:16]([CH:17]1[C:26]2[N:25]=[CH:24][CH:23]=[CH:22][C:21]=2[CH2:20][CH2:19][CH2:18]1)[CH2:15][CH2:14][CH2:13][CH2:12][N:3]1[C:2](=[O:1])[C:10]2[C:5](=[CH:6][CH:7]=[CH:8][CH:9]=2)[C:4]1=[O:11]. The yield is 0.640. (4) The reactants are [H-].[Na+].[C:3]([O:10][CH3:11])(=[O:9])[CH2:4][C:5]([O:7][CH3:8])=[O:6].F[C:13]1[CH:18]=[CH:17][C:16]([N+:19]([O-:21])=[O:20])=[CH:15][N:14]=1.Cl. The catalyst is C1COCC1.O1CCOCC1.CN(C=O)C. The product is [N+:19]([C:16]1[CH:17]=[CH:18][C:13]([CH:4]([C:3]([O:10][CH3:11])=[O:9])[C:5]([O:7][CH3:8])=[O:6])=[N:14][CH:15]=1)([O-:21])=[O:20]. The yield is 0.950. (5) The reactants are [CH:1]([C@H:14]1[O:19][CH2:18][C@@H:17]([NH2:20])[CH2:16][CH2:15]1)([C:8]1[CH:13]=[CH:12][CH:11]=[CH:10][CH:9]=1)[C:2]1[CH:7]=[CH:6][CH:5]=[CH:4][CH:3]=1.[OH:21][C:22]1[CH:29]=[CH:28][C:25]([CH:26]=O)=[CH:24][CH:23]=1.C(O)(=O)C.[BH3-]C#N.[Na+]. The catalyst is ClCCCl.CO. The product is [CH:1]([C@H:14]1[O:19][CH2:18][C@@H:17]([NH:20][CH2:26][C:25]2[CH:28]=[CH:29][C:22]([OH:21])=[CH:23][CH:24]=2)[CH2:16][CH2:15]1)([C:8]1[CH:13]=[CH:12][CH:11]=[CH:10][CH:9]=1)[C:2]1[CH:3]=[CH:4][CH:5]=[CH:6][CH:7]=1. The yield is 0.800. (6) The reactants are [CH:1](=[O:15])[CH2:2][CH2:3][CH2:4][CH2:5][CH2:6][CH2:7][CH2:8][CH2:9][CH2:10][CH2:11][CH2:12][CH2:13][CH3:14].[CH2:16]([Mg]Br)[CH2:17][CH2:18][CH:19]=[CH2:20]. The catalyst is C1COCC1. The product is [CH2:16]=[CH:17][CH2:18][CH2:19][CH2:20][CH:1]([OH:15])[CH2:2][CH2:3][CH2:4][CH2:5][CH2:6][CH2:7][CH2:8][CH2:9][CH2:10][CH2:11][CH2:12][CH2:13][CH3:14]. The yield is 0.280. (7) The reactants are [C:1]1([S:7]([N:10]2[C:14]3=[N:15][CH:16]=[CH:17][CH:18]=[C:13]3[CH:12]=[C:11]2[C:19](OS(C2C=CC(C)=CC=2)(=O)=O)=[CH:20][CH:21]2[CH2:25][CH2:24][CH2:23][CH2:22]2)(=[O:9])=[O:8])[CH:6]=[CH:5][CH:4]=[CH:3][CH:2]=1.[C:37]([C:40]1[CH:45]=[CH:44][C:43](B(O)O)=[CH:42][CH:41]=1)(=[O:39])[CH3:38].C(=O)([O-])[O-].[Na+].[Na+]. The catalyst is O1CCOCC1.C(OCC)(=O)C.Cl[Pd](Cl)([P](C1C=CC=CC=1)(C1C=CC=CC=1)C1C=CC=CC=1)[P](C1C=CC=CC=1)(C1C=CC=CC=1)C1C=CC=CC=1. The product is [C:1]1([S:7]([N:10]2[C:14]3=[N:15][CH:16]=[CH:17][CH:18]=[C:13]3[CH:12]=[C:11]2[C:19]([C:43]2[CH:44]=[CH:45][C:40]([C:37](=[O:39])[CH3:38])=[CH:41][CH:42]=2)=[CH:20][CH:21]2[CH2:25][CH2:24][CH2:23][CH2:22]2)(=[O:9])=[O:8])[CH:2]=[CH:3][CH:4]=[CH:5][CH:6]=1. The yield is 0.890. (8) The reactants are C(OC([N:8]1[CH2:13][CH2:12][CH:11]([NH:14][C:15]2[CH:20]=[C:19]([CH3:21])[CH:18]=[CH:17][C:16]=2[CH3:22])[CH2:10][CH2:9]1)=O)(C)(C)C.[ClH:23]. The catalyst is C(OCC)(=O)C. The product is [ClH:23].[ClH:23].[CH3:22][C:16]1[CH:17]=[CH:18][C:19]([CH3:21])=[CH:20][C:15]=1[NH:14][CH:11]1[CH2:12][CH2:13][NH:8][CH2:9][CH2:10]1. The yield is 0.800. (9) The reactants are [C:1]1([NH:7][C:8]2[C:17]3[C:12](=[CH:13][CH:14]=[CH:15][CH:16]=3)[CH:11]=[CH:10][CH:9]=2)[CH:6]=[CH:5][CH:4]=[CH:3][CH:2]=1.Br[C:19]1[CH:24]=[CH:23][C:22]([C:25]2[CH:30]=[CH:29][C:28]([Br:31])=[CH:27][CH:26]=2)=[CH:21][CH:20]=1.CC(C)([O-])C.[Na+]. The catalyst is C1(C)C=CC=CC=1.C1C=CC(P(C2C=CC=CC=2)[C-]2C=CC=C2)=CC=1.C1C=CC(P(C2C=CC=CC=2)[C-]2C=CC=C2)=CC=1.Cl[Pd]Cl.[Fe+2]. The product is [Br:31][C:28]1[CH:29]=[CH:30][C:25]([C:22]2[CH:23]=[CH:24][C:19]([N:7]([C:1]3[CH:6]=[CH:5][CH:4]=[CH:3][CH:2]=3)[C:8]3[C:17]4[C:12](=[CH:13][CH:14]=[CH:15][CH:16]=4)[CH:11]=[CH:10][CH:9]=3)=[CH:20][CH:21]=2)=[CH:26][CH:27]=1. The yield is 0.620.